This data is from Forward reaction prediction with 1.9M reactions from USPTO patents (1976-2016). The task is: Predict the product of the given reaction. (1) Given the reactants [CH2:1]([O:8][C:9]1[CH:10]=[C:11]([CH:14]=[C:15]([C:17]([F:20])([F:19])[F:18])[CH:16]=1)[CH:12]=O)[C:2]1[CH:7]=[CH:6][CH:5]=[CH:4][CH:3]=1.Cl.[NH2:22][OH:23].C(N(CC)CC)C, predict the reaction product. The product is: [CH2:1]([O:8][C:9]1[CH:10]=[C:11]([CH:14]=[C:15]([C:17]([F:20])([F:19])[F:18])[CH:16]=1)[CH:12]=[N:22][OH:23])[C:2]1[CH:7]=[CH:6][CH:5]=[CH:4][CH:3]=1. (2) Given the reactants Cl[C:2]1N=C(Cl)[C:5](OC)=[CH:4][N:3]=1.C[Al](C)C.[Cl-].[NH4+:16].C(Cl)(Cl)Cl.[CH2:21]1[CH2:25][O:24][CH2:23][CH2:22]1, predict the reaction product. The product is: [CH3:25][O:24][C:23]1[C:22]([CH3:21])=[N:16][C:4]([CH3:5])=[N:3][CH:2]=1.